From a dataset of Forward reaction prediction with 1.9M reactions from USPTO patents (1976-2016). Predict the product of the given reaction. (1) Given the reactants C([O:3][CH:4](OCC)[CH2:5][C:6]([C:16]1[CH:21]=[CH:20][CH:19]=[CH:18][CH:17]=1)([C:8]([CH:10]1[CH2:15][CH2:14][CH2:13][CH2:12][CH2:11]1)=[O:9])[CH3:7])C.Cl, predict the reaction product. The product is: [C:16]1([C:6]([C:8]([CH:10]2[CH2:15][CH2:14][CH2:13][CH2:12][CH2:11]2)=[O:9])([CH3:7])[CH2:5][CH:4]=[O:3])[CH:21]=[CH:20][CH:19]=[CH:18][CH:17]=1. (2) Given the reactants [F:1][C:2]1[CH:3]=[C:4]2[C:8](=[CH:9][CH:10]=1)[NH:7][C:6](=[O:11])[CH2:5]2.C[Si]([N-][Si](C)(C)C)(C)C.[Li+].[Cl:22][C:23]1[N:28]=[CH:27][C:26]2[C:29](=O)[O:30][CH2:31][C:25]=2[C:24]=1[Cl:33].Cl, predict the reaction product. The product is: [Cl:22][C:23]1[N:28]=[CH:27][C:26]2[C:29](=[C:5]3[C:4]4[C:8](=[CH:9][CH:10]=[C:2]([F:1])[CH:3]=4)[NH:7][C:6]3=[O:11])[O:30][CH2:31][C:25]=2[C:24]=1[Cl:33]. (3) The product is: [CH3:1][N:2]([CH3:11])[CH2:3][CH2:4][N:5]1[CH2:10][CH2:9][N:8]([CH2:13][C:14]#[N:15])[CH2:7][CH2:6]1. Given the reactants [CH3:1][N:2]([CH3:11])[CH2:3][CH2:4][N:5]1[CH2:10][CH2:9][NH:8][CH2:7][CH2:6]1.Br[CH2:13][C:14]#[N:15], predict the reaction product. (4) Given the reactants Cl[C:2]1[N:3]=[C:4]([N:21]2[CH2:26][CH2:25][O:24][CH2:23][CH2:22]2)[C:5]2[S:10][C:9]([CH2:11][N:12]([CH3:20])[C:13](=[O:19])[O:14][C:15]([CH3:18])([CH3:17])[CH3:16])=[CH:8][C:6]=2[N:7]=1.[OH:27][C:28]1[CH:29]=[C:30](B(O)O)[CH:31]=[CH:32][CH:33]=1.C(=O)([O-])[O-].[Na+].[Na+], predict the reaction product. The product is: [OH:27][C:28]1[CH:33]=[C:32]([C:2]2[N:3]=[C:4]([N:21]3[CH2:26][CH2:25][O:24][CH2:23][CH2:22]3)[C:5]3[S:10][C:9]([CH2:11][N:12]([CH3:20])[C:13](=[O:19])[O:14][C:15]([CH3:18])([CH3:17])[CH3:16])=[CH:8][C:6]=3[N:7]=2)[CH:31]=[CH:30][CH:29]=1. (5) Given the reactants [CH3:1][NH:2][S:3]([CH2:6][CH2:7][C:8]1[CH:13]=[CH:12][C:11]([NH:14][C:15](=[O:17])[CH3:16])=[C:10]([C:18]#[C:19][Si](C)(C)C)[CH:9]=1)(=[O:5])=[O:4].[OH-].[K+].Cl.CCCCCCC, predict the reaction product. The product is: [C:18]([C:10]1[CH:9]=[C:8]([CH2:7][CH2:6][S:3](=[O:5])(=[O:4])[NH:2][CH3:1])[CH:13]=[CH:12][C:11]=1[NH:14][C:15](=[O:17])[CH3:16])#[CH:19].